Dataset: Peptide-MHC class I binding affinity with 185,985 pairs from IEDB/IMGT. Task: Regression. Given a peptide amino acid sequence and an MHC pseudo amino acid sequence, predict their binding affinity value. This is MHC class I binding data. (1) The peptide sequence is FASPLHVAWR. The MHC is HLA-A02:01 with pseudo-sequence HLA-A02:01. The binding affinity (normalized) is 0. (2) The peptide sequence is RQRWQQIL. The MHC is Mamu-A02 with pseudo-sequence Mamu-A02. The binding affinity (normalized) is 0.258. (3) The peptide sequence is PTSEIQLTDY. The MHC is HLA-A01:01 with pseudo-sequence HLA-A01:01. The binding affinity (normalized) is 0.488. (4) The binding affinity (normalized) is 0. The MHC is HLA-B58:01 with pseudo-sequence HLA-B58:01. The peptide sequence is QIIEQLIKK. (5) The peptide sequence is LLCLIFLLV. The MHC is HLA-A68:02 with pseudo-sequence HLA-A68:02. The binding affinity (normalized) is 0.352.